From a dataset of Drug-target binding data from BindingDB using IC50 measurements. Regression. Given a target protein amino acid sequence and a drug SMILES string, predict the binding affinity score between them. We predict pIC50 (pIC50 = -log10(IC50 in M); higher means more potent). Dataset: bindingdb_ic50. (1) The drug is Cc1cc(-c2c(OCC[C@@H]3CCN3)c3cc(C(=O)Nc4ccncn4)c(Cl)cc3[nH]c2=O)cc(C)c1C. The target protein (Q8SPZ1) has sequence VAFATSFTVCWTPYYVLGIWYWFDPEMLNRVSDPVNHFFFLFAFLNPCFDPLIYGYFSL. The pIC50 is 8.2. (2) The compound is CC(=O)N1CCC(Oc2cncc(-c3cnc4c(c3F)CCCN4C(N)=O)c2)CC1. The target protein sequence is MALRAKAEVCMAAPWLSLQRAQALSTRAARAPSTVLPFEAIPQRPGSRWLRLLQIWREQGYEHLHLEVHQTFQELGPIFRNGPEWRFNRLRLNPDVLSPKAVQRFLPMVDAVARDFSQALRNKVVQNARGSLTLDVQPSIFHYTIEASNLALFGERLGLVGHSPSSASLSFLHALEVMFKSTVQLMFMPRSLSRWTSPKVWKEHFEAWDCIFQYGDNCIQKIYQELALSRPQQYTGIVAELLLNAELSLEAIKANSMELTAGSVDTTAFPLLMTLFELARNPDVQQALRQESLAAAASISEHPQKATTELPLMRAALKETLRLYPVGLFLERVVSSDLVLQNYHIPAGTLVQVFLYSLGRNPALFPRPERYNPQRWLDIRGSGKNFHNVPFGFGMRQCLGRRLAEAEMLLLLHHVLKHLQVETLTQEDIKMVYSFILRPSTFPLLTFRAIN. The pIC50 is 7.6. (3) The compound is Cn1c(=O)n(-c2ccccc2)c(=O)n1C. The target is XTSFAESXKPVQQPSAFGS. The pIC50 is 4.0. (4) The drug is O=C([O-])[C@H](O)[C@H](O)COP(=O)(O)O. The target protein (Q8ZLS1) has sequence MSHLALQPGFDFQQAGKEVLEIEREGLAELDQYINQHFTLACEKMFNCTGKVVVMGMGKSGHIGRKMAATFASTGTSSFFVHPGEAAHGDLGMVTPQDVVIAISNSGESSEIAALIPVLKRLHVPLICITGRPESSMARAADVHLCVKVPKEACPLGLAPTSSTTATLVMGDALAVALLKARGFTAEDFALSHPGGALGRKLLLRVSDIMHTGDEIPHVNKHATLRDALLEITRKNLGMTVICDESMKIDGIFTDGDLRRVFDMGGDMRQLGIAEVMTPGGIRVRPGILAVDALNLMQSRHITSVLVADGDQLLGVLHMHDLLRAGVV. The pIC50 is 3.7. (5) The small molecule is CC[C@H](C)[C@H]1O[C@]2(CC[C@@H]1C)C[C@@H]1C[C@@H](C/C=C(\C)[C@@H](O[C@H]3C[C@H](OC)[C@@H](O[C@H]4C[C@H](OC)[C@@H](O)[C@H](C)O4)[C@H](C)O3)[C@@H](C)/C=C/C=C3\CO[C@@H]4[C@H](O)C(C)=C[C@@H](C(=O)O1)[C@]34O)O2. The target protein (P06685) has sequence MGKGVGRDKYEPAAVSEHGDKKSKKAKKERDMDELKKEVSMDDHKLSLDELHRKYGTDLSRGLTPARAAEILARDGPNALTPPPTTPEWVKFCRQLFGGFSMLLWIGAILCFLAYGIRSATEEEPPNDDLYLGVVLSAVVIITGCFSYYQEAKSSKIMESFKNMVPQQALVIRNGEKMSINAEDVVVGDLVEVKGGDRIPADLRIISANGCKVDNSSLTGESEPQTRSPDFTNENPLETRNIAFFSTNCVEGTARGIVVYTGDRTVMGRIATLASGLEGGQTPIAEEIEHFIHLITGVAVFLGVSFFILSLILEYTWLEAVIFLIGIIVANVPEGLLATVTVCLTLTAKRMARKNCLVKNLEAVETLGSTSTICSDKTGTLTQNRMTVAHMWFDNQIHEADTTENQSGVSFDKTSATWFALSRIAGLCNRAVFQANQENLPILKRAVAGDASESALLKCIEVCCGSVMEMREKYTKIVEIPFNSTNKYQLSIHKNPNASE.... The pIC50 is 5.1.